From a dataset of Full USPTO retrosynthesis dataset with 1.9M reactions from patents (1976-2016). Predict the reactants needed to synthesize the given product. (1) The reactants are: [F:1][C:2]1[C:11]2[C:6](=[CH:7][CH:8]=[CH:9][CH:10]=2)[C:5]([O:12][CH3:13])=[C:4]([CH:14]=[O:15])[CH:3]=1.O.P([O-])(O)(O)=[O:18].[Na+].OO.Cl([O-])=O.[Na+]. Given the product [F:1][C:2]1[C:11]2[C:6](=[CH:7][CH:8]=[CH:9][CH:10]=2)[C:5]([O:12][CH3:13])=[C:4]([C:14]([OH:18])=[O:15])[CH:3]=1, predict the reactants needed to synthesize it. (2) The reactants are: [F:1][C:2]([F:27])([F:26])[C:3]1[CH:25]=[CH:24][C:6]([C:7]([NH:9][C:10](=S)[NH:11][CH2:12][C:13]2[CH:18]=[CH:17][CH:16]=[CH:15][C:14]=2[C:19]([F:22])([F:21])[F:20])=[O:8])=[CH:5][CH:4]=1.[NH2:28][C:29]1[CH:34]=[CH:33][CH:32]=[C:31]([NH2:35])[N:30]=1. Given the product [NH2:28][C:29]1[N:30]=[C:31]([NH:35]/[C:10](/[NH:11][CH2:12][C:13]2[CH:18]=[CH:17][CH:16]=[CH:15][C:14]=2[C:19]([F:22])([F:21])[F:20])=[N:9]\[C:7](=[O:8])[C:6]2[CH:24]=[CH:25][C:3]([C:2]([F:27])([F:26])[F:1])=[CH:4][CH:5]=2)[CH:32]=[CH:33][CH:34]=1, predict the reactants needed to synthesize it. (3) The reactants are: C1([Li])C=CC=CC=1.[Cl-].COC[P+](C1C=CC=CC=1)(C1C=CC=CC=1)C1C=CC=CC=1.[F:31][C:32]1[C:37]([F:38])=[C:36]([F:39])[CH:35]=[C:34]([C:40]2[CH:45]=[CH:44][C:43]([CH:46]3[CH2:51][CH2:50][CH:49]([CH2:52][CH2:53][CH3:54])[CH2:48][CH2:47]3)=[CH:42][CH:41]=2)[C:33]=1C=O.C1CCCCC1.[CH2:63]([O:65][CH2:66][CH3:67])C. Given the product [F:31][C:32]1[C:33]([CH:67]=[CH:66][O:65][CH3:63])=[C:34]([C:40]2[CH:45]=[CH:44][C:43]([CH:46]3[CH2:51][CH2:50][CH:49]([CH2:52][CH2:53][CH3:54])[CH2:48][CH2:47]3)=[CH:42][CH:41]=2)[CH:35]=[C:36]([F:39])[C:37]=1[F:38], predict the reactants needed to synthesize it.